From a dataset of Reaction yield outcomes from USPTO patents with 853,638 reactions. Predict the reaction yield, written as a fraction of the theoretical maximum amount of product (1.0 means a 100% yield; for example, 0.34 means a 34% yield). (1) The catalyst is [Cu]I.O1CCOCC1. The yield is 0.350. The product is [Br:10][C:6]1[CH:7]=[N:8][CH:9]=[C:2]([N:12]2[CH:13]=[CH:14][N:15]3[C:23]4[CH2:22][CH2:21][CH2:20][CH2:19][C:18]=4[CH:17]=[C:16]3[C:11]2=[O:24])[C:3]=1[CH:4]=[O:5]. The reactants are Br[C:2]1[CH:9]=[N:8][CH:7]=[C:6]([Br:10])[C:3]=1[CH:4]=[O:5].[C:11]1(=[O:24])[C:16]2=[CH:17][C:18]3[CH2:19][CH2:20][CH2:21][CH2:22][C:23]=3[N:15]2[CH:14]=[CH:13][NH:12]1.C(=O)([O-])[O-].[Cs+].[Cs+].COC1C2C(=C3C(=CC=2)C(OC)=CC=N3)N=CC=1. (2) The reactants are [C:1]([O:5][C:6](=[O:22])[CH2:7][N:8]=[C:9]([C:16]1[CH:21]=[CH:20][CH:19]=[CH:18][CH:17]=1)[C:10]1[CH:15]=[CH:14][CH:13]=[CH:12][CH:11]=1)([CH3:4])([CH3:3])[CH3:2].Br[CH2:24][CH2:25][CH:26]=[CH2:27].C1COCC1.C[Si]([N-][Si](C)(C)C)(C)C.[Na+]. The catalyst is C(OCC)C. The product is [C:16]1([C:9](=[N:8][CH:7]([CH2:27][CH2:26][CH:25]=[CH2:24])[C:6]([O:5][C:1]([CH3:4])([CH3:2])[CH3:3])=[O:22])[C:10]2[CH:11]=[CH:12][CH:13]=[CH:14][CH:15]=2)[CH:17]=[CH:18][CH:19]=[CH:20][CH:21]=1. The yield is 0.940.